From a dataset of Full USPTO retrosynthesis dataset with 1.9M reactions from patents (1976-2016). Predict the reactants needed to synthesize the given product. (1) Given the product [CH:11]1([C:10]([N:16]([C:17]2[S:18][C:19]([C:45]3[CH:46]=[CH:47][N:48]=[CH:49][CH:50]=3)=[C:20]([C:22]3[C:27]([F:28])=[CH:26][CH:25]=[C:24]([N:29]([S:30]([C:33]4[CH:38]=[C:37]([F:39])[CH:36]=[CH:35][C:34]=4[F:40])(=[O:32])=[O:31])[CH2:41][O:42][CH3:43])[C:23]=3[F:44])[N:21]=2)[C:7]([CH:1]2[CH2:2][CH2:3][CH2:4][CH2:5][CH2:6]2)=[O:9])=[O:14])[CH2:5][CH2:6][CH2:1][CH2:2][CH2:3]1, predict the reactants needed to synthesize it. The reactants are: [CH:1]1([C:7]([OH:9])=O)[CH2:6][CH2:5][CH2:4][CH2:3][CH2:2]1.[C:10](Cl)(=[O:14])[C:11](Cl)=O.[NH2:16][C:17]1[S:18][C:19]([C:45]2[CH:50]=[CH:49][N:48]=[CH:47][CH:46]=2)=[C:20]([C:22]2[C:23]([F:44])=[C:24]([N:29]([CH2:41][O:42][CH3:43])[S:30]([C:33]3[CH:38]=[C:37]([F:39])[CH:36]=[CH:35][C:34]=3[F:40])(=[O:32])=[O:31])[CH:25]=[CH:26][C:27]=2[F:28])[N:21]=1. (2) The reactants are: Br[C:2]1[CH:6]=[CH:5][S:4][C:3]=1[C:7](=[O:9])[CH3:8].[CH3:10][O:11][C:12]1[CH:17]=[CH:16][C:15](B(O)O)=[CH:14][CH:13]=1.C([O-])([O-])=O.[Na+].[Na+]. Given the product [CH3:10][O:11][C:12]1[CH:17]=[CH:16][C:15]([C:2]2[CH:6]=[CH:5][S:4][C:3]=2[C:7](=[O:9])[CH3:8])=[CH:14][CH:13]=1, predict the reactants needed to synthesize it. (3) Given the product [C:16]([O:19][CH2:20][CH2:21][CH2:22][C:23]([O:25][C:4]1([N:7]=[O:8])[CH2:5][CH2:6][O:1][CH2:2][CH2:3]1)=[O:24])(=[O:18])[CH3:17], predict the reactants needed to synthesize it. The reactants are: [O:1]1[CH2:6][CH2:5][C:4](=[N:7][OH:8])[CH2:3][CH2:2]1.IC1C=CC=CC=1.[C:16]([O:19][CH2:20][CH2:21][CH2:22][C:23]([OH:25])=[O:24])(=[O:18])[CH3:17].[C:16]([O:19][CH2:20][CH2:21][CH2:22][C:23]([OH:25])=[O:24])(=[O:18])[CH3:17]. (4) Given the product [Br:1][CH2:2][CH2:3][C:4]([N:9]([CH2:10][CH3:11])[CH2:7][CH3:8])=[O:5], predict the reactants needed to synthesize it. The reactants are: [Br:1][CH2:2][CH2:3][C:4](Cl)=[O:5].[CH2:7]([NH:9][CH2:10][CH3:11])[CH3:8]. (5) Given the product [C:4]([O:6][CH3:18])(=[O:5])/[CH:3]=[CH:10]/[C:9]([O:13][CH3:14])=[O:15], predict the reactants needed to synthesize it. The reactants are: [C:4]([OH:6])(=[O:5])/[CH:3]=[CH:3]/[C:4]([OH:6])=[O:5].[C:9]([O:15]C)([O:13][CH3:14])(OC)[CH3:10].O.[C:18]1(C)C=CC=CC=1.